From a dataset of NCI-60 drug combinations with 297,098 pairs across 59 cell lines. Regression. Given two drug SMILES strings and cell line genomic features, predict the synergy score measuring deviation from expected non-interaction effect. (1) Drug 1: C1CCC(CC1)NC(=O)N(CCCl)N=O. Drug 2: CC1=C(N=C(N=C1N)C(CC(=O)N)NCC(C(=O)N)N)C(=O)NC(C(C2=CN=CN2)OC3C(C(C(C(O3)CO)O)O)OC4C(C(C(C(O4)CO)O)OC(=O)N)O)C(=O)NC(C)C(C(C)C(=O)NC(C(C)O)C(=O)NCCC5=NC(=CS5)C6=NC(=CS6)C(=O)NCCC[S+](C)C)O. Cell line: MALME-3M. Synergy scores: CSS=25.0, Synergy_ZIP=-3.25, Synergy_Bliss=5.10, Synergy_Loewe=1.18, Synergy_HSA=3.34. (2) Synergy scores: CSS=-12.5, Synergy_ZIP=-5.14, Synergy_Bliss=-20.6, Synergy_Loewe=-30.6, Synergy_HSA=-23.5. Drug 2: CC1=C(C=C(C=C1)NC(=O)C2=CC=C(C=C2)CN3CCN(CC3)C)NC4=NC=CC(=N4)C5=CN=CC=C5. Cell line: KM12. Drug 1: C1=CC(=CC=C1CCC2=CNC3=C2C(=O)NC(=N3)N)C(=O)NC(CCC(=O)O)C(=O)O.